From a dataset of Forward reaction prediction with 1.9M reactions from USPTO patents (1976-2016). Predict the product of the given reaction. (1) Given the reactants [F:1][C:2]1[CH:3]=[C:4]2[C:8](=[CH:9][C:10]=1[F:11])[C:7](=[O:12])[CH2:6][CH2:5]2.C([O:18][N:19]=O)CC(C)C.Cl.O, predict the reaction product. The product is: [F:1][C:2]1[CH:3]=[C:4]2[C:8](=[CH:9][C:10]=1[F:11])[C:7](=[O:12])[C:6](=[N:19][OH:18])[CH2:5]2. (2) Given the reactants [C:1]([Cl:4])(=O)[CH3:2].[N:5]([CH2:8][CH2:9][O:10][CH2:11][CH2:12][O:13][CH2:14][CH2:15][O:16][CH2:17][CH2:18][O:19][CH2:20][C:21]([OH:23])=[O:22])=[N+]=[N-].O.C(Cl)Cl, predict the reaction product. The product is: [ClH:4].[NH2:5][CH2:8][CH2:9][O:10][CH2:11][CH2:12][O:13][CH2:14][CH2:15][O:16][CH2:17][CH2:18][O:19][CH2:20][C:21]([O:23][CH2:1][CH3:2])=[O:22].